Predict the reaction yield, written as a fraction of the theoretical maximum amount of product (1.0 means a 100% yield; for example, 0.34 means a 34% yield). From a dataset of Reaction yield outcomes from USPTO patents with 853,638 reactions. (1) The reactants are NC1C=CC(C2C=NN(CCCO)C=2)=CC=1C(N(CC)CC)=O.[NH2:24][C:25]1[C:26]([C:40]([NH:42][CH3:43])=[O:41])=[N:27][C:28](B2OC(C)(C)C(C)(C)O2)=[CH:29][CH:30]=1.Br[C:45]1[CH:46]=[N:47][N:48]([CH2:52][CH2:53][CH2:54][OH:55])[C:49]=1[C:50]#[N:51]. No catalyst specified. The product is [NH2:24][C:25]1[C:26]([C:40]([NH:42][CH3:43])=[O:41])=[N:27][C:28]([C:45]2[CH:46]=[N:47][N:48]([CH2:52][CH2:53][CH2:54][OH:55])[C:49]=2[C:50]#[N:51])=[CH:29][CH:30]=1. The yield is 0.290. (2) The reactants are Br[C:2]1[CH:3]=[C:4]([C:8]2([C:19]3[CH:24]=[C:23]([CH3:25])[C:22]([O:26][CH3:27])=[C:21]([CH3:28])[N:20]=3)[C:16]3[C:11](=[C:12]([F:17])[CH:13]=[CH:14][CH:15]=3)[C:10]([NH2:18])=[N:9]2)[CH:5]=[CH:6][CH:7]=1.[N:29]1[CH:34]=[C:33](B(O)O)[CH:32]=[N:31][CH:30]=1.C(=O)([O-])[O-].[Cs+].[Cs+].CCOC(C)=O. The catalyst is COCCOC.CCO.O.[Cl-].[Na+].O.C1C=CC(P(C2C=CC=CC=2)[C-]2C=CC=C2)=CC=1.C1C=CC(P(C2C=CC=CC=2)[C-]2C=CC=C2)=CC=1.Cl[Pd]Cl.[Fe+2].O. The product is [F:17][C:12]1[CH:13]=[CH:14][CH:15]=[C:16]2[C:11]=1[C:10]([NH2:18])=[N:9][C:8]2([C:19]1[CH:24]=[C:23]([CH3:25])[C:22]([O:26][CH3:27])=[C:21]([CH3:28])[N:20]=1)[C:4]1[CH:5]=[CH:6][CH:7]=[C:2]([C:33]2[CH:34]=[N:29][CH:30]=[N:31][CH:32]=2)[CH:3]=1. The yield is 0.170. (3) The reactants are [F:1][C:2]1[CH:3]=[C:4]2[C:8](=[CH:9][CH:10]=1)[N:7](S(C1C=CC=CC=1)(=O)=O)[CH:6]=[C:5]2[C:20]1[CH:33]=[CH:32][C:23]2[N:24]([CH2:28][C:29]([NH2:31])=[O:30])[C:25](=[O:27])[O:26][C:22]=2[CH:21]=1.[OH-].[Na+].Cl. The catalyst is CO.O. The product is [F:1][C:2]1[CH:3]=[C:4]2[C:8](=[CH:9][CH:10]=1)[NH:7][CH:6]=[C:5]2[C:20]1[CH:33]=[CH:32][C:23]2[N:24]([CH2:28][C:29]([NH2:31])=[O:30])[C:25](=[O:27])[O:26][C:22]=2[CH:21]=1. The yield is 0.430. (4) The reactants are [NH:1]1[CH2:7][CH2:6][CH2:5][CH2:4][CH:3]([CH2:8][NH:9][C:10]([C:12]2[S:16][C:15]([C:17]3[CH:22]=[CH:21][C:20]([Cl:23])=[CH:19][CH:18]=3)=[N:14][C:13]=2[CH3:24])=[O:11])[CH2:2]1.[CH3:25][O:26][C:27]([C:29]1[CH:30]=[C:31](OB(O)O)[CH:32]=[CH:33][CH:34]=1)=[O:28]. No catalyst specified. The product is [Cl:23][C:20]1[CH:21]=[CH:22][C:17]([C:15]2[S:16][C:12]([C:10]([NH:9][CH2:8][CH:3]3[CH2:4][CH2:5][CH2:6][CH2:7][N:1]([C:33]4[CH:34]=[C:29]([CH:30]=[CH:31][CH:32]=4)[C:27]([O:26][CH3:25])=[O:28])[CH2:2]3)=[O:11])=[C:13]([CH3:24])[N:14]=2)=[CH:18][CH:19]=1. The yield is 0.460. (5) The reactants are [C:1]([OH:9])(=O)[C:2]1[CH:7]=[CH:6][N:5]=[CH:4][CH:3]=1.CN([C:13]([O:17][N:18]1N=NC2C=CC=N[C:19]1=2)=[N+](C)C)C.F[P-](F)(F)(F)(F)F.COCN. The catalyst is C(Cl)Cl.O. The product is [CH3:13][O:17][N:18]([CH3:19])[C:1](=[O:9])[C:2]1[CH:7]=[CH:6][N:5]=[CH:4][CH:3]=1. The yield is 0.550.